This data is from Reaction yield outcomes from USPTO patents with 853,638 reactions. The task is: Predict the reaction yield, written as a fraction of the theoretical maximum amount of product (1.0 means a 100% yield; for example, 0.34 means a 34% yield). (1) The reactants are [Cl:1][C:2]1[N:7]=[C:6](Cl)[C:5]([N+:9]([O-:11])=[O:10])=[CH:4][N:3]=1.[CH3:12][NH2:13]. The catalyst is O1CCCC1.CC(O)C. The product is [Cl:1][C:2]1[N:7]=[C:6]([NH:13][CH3:12])[C:5]([N+:9]([O-:11])=[O:10])=[CH:4][N:3]=1. The yield is 0.860. (2) The reactants are [CH3:1][C:2]1[CH:10]=[CH:9][C:8]([N+:11]([O-:13])=[O:12])=[CH:7][C:3]=1[C:4]([O-:6])=[O:5].OS(O)(=O)=O.[CH3:19]O. No catalyst specified. The product is [CH3:1][C:2]1[CH:10]=[CH:9][C:8]([N+:11]([O-:13])=[O:12])=[CH:7][C:3]=1[C:4]([O:6][CH3:19])=[O:5]. The yield is 0.870. (3) The reactants are [F:1][C:2]1[CH:3]=[C:4]2[C:12](=[CH:13][CH:14]=1)[NH:11][C:10]1[CH2:9][C:8]([CH3:16])([CH3:15])[CH2:7][C:6](=[O:17])[C:5]2=1.[H-].[Na+].Br[CH2:21][CH2:22][CH2:23][CH2:24][CH2:25][CH2:26][C:27]([O:29][CH2:30][CH3:31])=[O:28]. The catalyst is CN(C=O)C. The product is [F:1][C:2]1[CH:3]=[C:4]2[C:12](=[CH:13][CH:14]=1)[N:11]([CH2:21][CH2:22][CH2:23][CH2:24][CH2:25][CH2:26][C:27]([O:29][CH2:30][CH3:31])=[O:28])[C:10]1[CH2:9][C:8]([CH3:15])([CH3:16])[CH2:7][C:6](=[O:17])[C:5]2=1. The yield is 1.00. (4) The reactants are C(OC([N:8]1[CH2:21][CH:20]2[CH2:22][CH:10]([C:11]3[CH:12]=[C:13]4[C:17](=[CH:18][C:19]=32)[N:16]=[C:15]([CH3:23])[N:14]4[CH2:24][CH2:25][CH3:26])[CH2:9]1)=O)(C)(C)C.[ClH:27].CCOC(C)=O. No catalyst specified. The product is [ClH:27].[CH3:23][C:15]1[N:14]([CH2:24][CH2:25][CH3:26])[C:13]2[C:17](=[CH:18][C:19]3[CH:20]4[CH2:22][CH:10]([C:11]=3[CH:12]=2)[CH2:9][NH:8][CH2:21]4)[N:16]=1. The yield is 0.340.